Dataset: Peptide-MHC class II binding affinity with 134,281 pairs from IEDB. Task: Regression. Given a peptide amino acid sequence and an MHC pseudo amino acid sequence, predict their binding affinity value. This is MHC class II binding data. (1) The peptide sequence is PRFLEQVKHECHF. The MHC is DRB1_1101 with pseudo-sequence DRB1_1101. The binding affinity (normalized) is 0.360. (2) The peptide sequence is AKAAVEEGIVAGGGVTLLQA. The MHC is DRB1_0301 with pseudo-sequence DRB1_0301. The binding affinity (normalized) is 0.0847. (3) The peptide sequence is QPSKGWNDWENVPFC. The MHC is DRB1_1101 with pseudo-sequence DRB1_1101. The binding affinity (normalized) is 0.458. (4) The MHC is DRB1_1501 with pseudo-sequence DRB1_1501. The peptide sequence is MSMASSSSSSLLAMA. The binding affinity (normalized) is 0.337.